Dataset: Forward reaction prediction with 1.9M reactions from USPTO patents (1976-2016). Task: Predict the product of the given reaction. (1) Given the reactants C([O:3][C:4](=[O:20])[CH:5]([O:17][CH2:18][CH3:19])[CH2:6][C:7]1[C:8]([CH3:16])=[C:9]2[C:13](=[CH:14][CH:15]=1)[NH:12][CH:11]=[CH:10]2)C.Cl[CH2:22][C:23]1[N:24]=[C:25]([C:29]2[CH:34]=[C:33]([O:35][CH3:36])[CH:32]=[C:31]([O:37][CH3:38])[CH:30]=2)[O:26][C:27]=1[CH3:28], predict the reaction product. The product is: [CH3:38][O:37][C:31]1[CH:30]=[C:29]([C:25]2[O:26][C:27]([CH3:28])=[C:23]([CH2:22][N:12]3[C:13]4[C:9](=[C:8]([CH3:16])[C:7]([CH2:6][CH:5]([O:17][CH2:18][CH3:19])[C:4]([OH:3])=[O:20])=[CH:15][CH:14]=4)[CH:10]=[CH:11]3)[N:24]=2)[CH:34]=[C:33]([O:35][CH3:36])[CH:32]=1. (2) The product is: [F:1][C:2]1[CH:7]=[C:6]([I:8])[CH:5]=[CH:4][C:3]=1[NH:9][C:10]1[CH:11]=[N:12][CH:13]=[CH:14][C:15]=1[C:16]1[O:20][C:19]([NH:21][CH2:22][C:23]([NH2:27])=[O:24])=[N:18][N:17]=1. Given the reactants [F:1][C:2]1[CH:7]=[C:6]([I:8])[CH:5]=[CH:4][C:3]=1[NH:9][C:10]1[CH:11]=[N:12][CH:13]=[CH:14][C:15]=1[C:16]1[O:20][C:19]([NH:21][CH2:22][C:23](O)=[O:24])=[N:18][N:17]=1.C[N:27](C=O)C.C1N=CN(C(N2C=NC=C2)=O)C=1.C([O-])(=O)C.[NH4+], predict the reaction product. (3) Given the reactants [F:1][C:2]1[CH:3]=[C:4]2[C:8](=[CH:9][CH:10]=1)[NH:7][CH:6]=[C:5]2[C@H:11]1[CH2:15][CH2:14][C@@H:13]([NH:16][CH2:17][C@@H:18]2[O:32][C:22]3=[C:23]4[C:28](=[CH:29][CH:30]=[C:21]3[O:20][CH2:19]2)[N:27]=[C:26]([CH3:31])[CH:25]=[CH:24]4)[CH2:12]1.C(O)(=O)/C=C/C(O)=O, predict the reaction product. The product is: [F:1][C:2]1[CH:3]=[C:4]2[C:8](=[CH:9][CH:10]=1)[NH:7][CH:6]=[C:5]2[C@@H:11]1[CH2:15][CH2:14][C@H:13]([NH:16][CH2:17][C@@H:18]2[O:32][C:22]3=[C:23]4[C:28](=[CH:29][CH:30]=[C:21]3[O:20][CH2:19]2)[N:27]=[C:26]([CH3:31])[CH:25]=[CH:24]4)[CH2:12]1. (4) Given the reactants I[C:2]1[CH:3]=[C:4]([O:21][C:22]([F:25])([F:24])F)[CH:5]=[C:6]2[C:11]=1[O:10][CH:9]([C:12]([F:15])([F:14])[F:13])[C:8]([C:16]([O:18][CH2:19][CH3:20])=[O:17])=[CH:7]2.[CH2:26](C([Sn])=C(CCCC)CCCC)[CH2:27]CC.[NH4+].[F-:42], predict the reaction product. The product is: [F:42][C:22]([F:24])([F:25])[O:21][C:4]1[CH:5]=[C:6]2[C:11](=[C:2]([CH:26]=[CH2:27])[CH:3]=1)[O:10][CH:9]([C:12]([F:15])([F:13])[F:14])[C:8]([C:16]([O:18][CH2:19][CH3:20])=[O:17])=[CH:7]2. (5) Given the reactants [CH3:1][C:2]1[C:10]2[C:5](=[CH:6][CH:7]=[C:8]([NH2:11])[CH:9]=2)[NH:4][N:3]=1.[Cl:12][C:13]1[CH:18]=[CH:17][C:16]([CH:19]2[CH2:24][C:23](=[O:25])[NH:22][C:21]([CH3:26])=[C:20]2[C:27](O)=[O:28])=[CH:15][CH:14]=1.C(Cl)CCl.CCN(CC)CC, predict the reaction product. The product is: [Cl:12][C:13]1[CH:14]=[CH:15][C:16]([CH:19]2[CH2:24][C:23](=[O:25])[NH:22][C:21]([CH3:26])=[C:20]2[C:27]([NH:11][C:8]2[CH:9]=[C:10]3[C:5](=[CH:6][CH:7]=2)[NH:4][N:3]=[C:2]3[CH3:1])=[O:28])=[CH:17][CH:18]=1. (6) Given the reactants CC1C=CC=CC=1C1C=CC([C:14](O)=[O:15])=CC=1.Cl.CN(C)CCCN=C=NCC.[OH:29]N1C2N=CC=CC=2N=N1.[CH:39]([N:42]([CH:45]([CH3:47])C)[CH2:43][CH3:44])([CH3:41])C.[NH2:48][C:49]1[CH:54]=[CH:53][CH:52]=[CH:51][CH:50]=1, predict the reaction product. The product is: [CH3:14][O:15][C:51]1[CH:50]=[C:49]([NH2:48])[CH:54]=[CH:53][C:52]=1[O:29][CH2:47][CH2:45][N:42]1[CH2:39][CH2:41][CH2:44][CH2:43]1.